From a dataset of TCR-epitope binding with 47,182 pairs between 192 epitopes and 23,139 TCRs. Binary Classification. Given a T-cell receptor sequence (or CDR3 region) and an epitope sequence, predict whether binding occurs between them. (1) Result: 0 (the TCR does not bind to the epitope). The epitope is ALLADKFPV. The TCR CDR3 sequence is CASSLFGDNEKLFF. (2) The TCR CDR3 sequence is CASSGDVGAGNYGYTF. Result: 0 (the TCR does not bind to the epitope). The epitope is SEETGTLIV. (3) The epitope is LLWNGPMAV. The TCR CDR3 sequence is CASSQGQAYEQYF. Result: 1 (the TCR binds to the epitope). (4) The epitope is LLLGIGILV. The TCR CDR3 sequence is CASSQVGGQETQYF. Result: 0 (the TCR does not bind to the epitope).